This data is from Forward reaction prediction with 1.9M reactions from USPTO patents (1976-2016). The task is: Predict the product of the given reaction. Given the reactants [CH:1]1[C:10]2[C:5](=[C:6]([NH:11][CH:12]3[CH2:17][CH2:16][C:15](=O)[CH2:14][CH2:13]3)[CH:7]=[CH:8][CH:9]=2)[CH:4]=[CH:3][N:2]=1.Cl.[F:20][CH2:21][CH2:22][NH2:23].C(O[BH-](OC(=O)C)OC(=O)C)(=O)C.[Na+].Cl.CO, predict the reaction product. The product is: [F:20][CH2:21][CH2:22][NH:23][CH:15]1[CH2:16][CH2:17][CH:12]([NH:11][C:6]2[CH:7]=[CH:8][CH:9]=[C:10]3[C:5]=2[CH:4]=[CH:3][N:2]=[CH:1]3)[CH2:13][CH2:14]1.